From a dataset of Acute oral toxicity (LD50) regression data from Zhu et al.. Regression/Classification. Given a drug SMILES string, predict its toxicity properties. Task type varies by dataset: regression for continuous values (e.g., LD50, hERG inhibition percentage) or binary classification for toxic/non-toxic outcomes (e.g., AMES mutagenicity, cardiotoxicity, hepatotoxicity). Dataset: ld50_zhu. The drug is CCOC(C1=NCC(C)CN1)c1ccc(Cl)cc1. The rat oral LD50 is 2.55, given as -log10 of the dose in mol/kg body weight (higher means more acutely toxic).